Predict the product of the given reaction. From a dataset of Forward reaction prediction with 1.9M reactions from USPTO patents (1976-2016). (1) Given the reactants [F:1][C:2]1[CH:28]=[CH:27][C:5]([CH2:6][NH:7][C:8]2[N:13]=[C:12]([NH:14][CH2:15][C:16]3[CH:21]=[CH:20][C:19]([F:22])=[CH:18][CH:17]=3)[N:11]=[C:10]([NH:23][CH2:24][C:25]#[CH:26])[N:9]=2)=[CH:4][CH:3]=1.[ClH:29].C(OCC)C, predict the reaction product. The product is: [ClH:29].[F:22][C:19]1[CH:18]=[CH:17][C:16]([CH2:15][NH:14][C:12]2[N:13]=[C:8]([NH:7][CH2:6][C:5]3[CH:27]=[CH:28][C:2]([F:1])=[CH:3][CH:4]=3)[N:9]=[C:10]([NH:23][CH2:24][C:25]#[CH:26])[N:11]=2)=[CH:21][CH:20]=1. (2) Given the reactants C([O:4][CH2:5][C:6]([CH3:19])([CH3:18])[CH2:7][O:8][C:9]1[CH:14]=[CH:13][CH:12]=[C:11]([NH2:15])[C:10]=1[C:16]#[N:17])(=O)C.O=[C:21]([CH3:28])[CH2:22][C:23]([O:25][CH2:26][CH3:27])=[O:24], predict the reaction product. The product is: [CH2:26]([O:25][C:23]([C:22]1[C:21]([CH3:28])=[N:15][C:11]2[C:10]([C:16]=1[NH2:17])=[C:9]([O:8][CH2:7][C:6]([CH3:18])([CH3:19])[CH2:5][OH:4])[CH:14]=[CH:13][CH:12]=2)=[O:24])[CH3:27]. (3) Given the reactants ClC1C=CC(S(N(CC2C=CC(C(O)=O)=CC=2)CC2C=CC(F)=CC=2)(=O)=O)=CC=1.[CH2:30]([O:32][C:33]1[CH:38]=[CH:37][C:36]([S:39]([N:42]([CH2:50][C:51]2[CH:60]=[CH:59][C:54]([C:55]([O:57]C)=[O:56])=[C:53]([F:61])[CH:52]=2)[CH2:43][C:44]2[CH:49]=[CH:48][CH:47]=[CH:46][N:45]=2)(=[O:41])=[O:40])=[CH:35][CH:34]=1)[CH3:31], predict the reaction product. The product is: [CH2:30]([O:32][C:33]1[CH:34]=[CH:35][C:36]([S:39]([N:42]([CH2:50][C:51]2[CH:60]=[CH:59][C:54]([C:55]([OH:57])=[O:56])=[C:53]([F:61])[CH:52]=2)[CH2:43][C:44]2[CH:49]=[CH:48][CH:47]=[CH:46][N:45]=2)(=[O:40])=[O:41])=[CH:37][CH:38]=1)[CH3:31]. (4) Given the reactants Cl[C:2](Cl)=[CH:3][C:4]1[CH:9]=[CH:8][CH:7]=[CH:6][C:5]=1[NH2:10].[C:12]1(B(O)O)[CH:17]=[CH:16][CH:15]=[CH:14][CH:13]=1.[O-]P([O-])([O-])=O.[K+].[K+].[K+].O.COC1C=CC=C(OC)C=1C1C=CC=CC=1P(C1CCCCC1)C1CCCCC1, predict the reaction product. The product is: [C:12]1([C:2]2[NH:10][C:5]3[C:4]([CH:3]=2)=[CH:9][CH:8]=[CH:7][CH:6]=3)[CH:17]=[CH:16][CH:15]=[CH:14][CH:13]=1. (5) Given the reactants [NH2:1][C@H:2]([C@H:8]([O:10][CH3:11])[CH3:9])[C:3]([N:5]([CH3:7])[CH3:6])=[O:4].C(=O)([O-])[O-].[Cs+].[Cs+].C1C=CC(P(C2C(C3C(P(C4C=CC=CC=4)C4C=CC=CC=4)=CC=C4C=3C=CC=C4)=C3C(C=CC=C3)=CC=2)C2C=CC=CC=2)=CC=1.Br[C:65]1[CH:69]=[C:68]([C:70]#[C:71][C:72]([CH3:75])([CH3:74])[CH3:73])[S:67][C:66]=1[C:76]([O:78][CH3:79])=[O:77], predict the reaction product. The product is: [CH3:7][N:5]([CH3:6])[C:3](=[O:4])[C@H:2]([NH:1][C:65]1[CH:69]=[C:68]([C:70]#[C:71][C:72]([CH3:74])([CH3:75])[CH3:73])[S:67][C:66]=1[C:76]([O:78][CH3:79])=[O:77])[C@H:8]([O:10][CH3:11])[CH3:9]. (6) Given the reactants C1(C)C=CC=CC=1.C(OC([NH:15][C:16]1[CH:17]=[C:18]2[C:23](=[CH:24][CH:25]=1)[O:22][CH:21]([CH2:26][C:27]([O:29][CH2:30][CH3:31])=[O:28])[CH2:20][CH2:19]2)=O)(C)(C)C.FC(F)(F)C(O)=O.C(=O)(O)[O-].[Na+], predict the reaction product. The product is: [NH2:15][C:16]1[CH:17]=[C:18]2[C:23](=[CH:24][CH:25]=1)[O:22][CH:21]([CH2:26][C:27]([O:29][CH2:30][CH3:31])=[O:28])[CH2:20][CH2:19]2. (7) Given the reactants [Cl:1][C:2]1[CH:7]=[CH:6][C:5]([C@H:8]2[N:15]3[C:11]([S:12][C:13]([C:19]([N:21]4[C@H:41]([CH3:42])[CH2:40][CH2:39][C@H:22]4[C:23]([N:25]4[CH2:29][C@@H:28]([F:30])[C@H:27]([NH:31]C(=O)OC(C)(C)C)[CH2:26]4)=[O:24])=[O:20])=[C:14]3[CH:16]([CH3:18])[CH3:17])=[N:10][C@:9]2([C:44]2[CH:49]=[CH:48][C:47]([Cl:50])=[CH:46][CH:45]=2)[CH3:43])=[CH:4][CH:3]=1.Cl.O1CCOCC1, predict the reaction product. The product is: [Cl:1][C:2]1[CH:3]=[CH:4][C:5]([C@H:8]2[N:15]3[C:11]([S:12][C:13]([C:19]([N:21]4[C@H:41]([CH3:42])[CH2:40][CH2:39][C@H:22]4[C:23]([N:25]4[CH2:29][C@@H:28]([F:30])[C@H:27]([NH2:31])[CH2:26]4)=[O:24])=[O:20])=[C:14]3[CH:16]([CH3:18])[CH3:17])=[N:10][C@:9]2([C:44]2[CH:45]=[CH:46][C:47]([Cl:50])=[CH:48][CH:49]=2)[CH3:43])=[CH:6][CH:7]=1.